Dataset: Catalyst prediction with 721,799 reactions and 888 catalyst types from USPTO. Task: Predict which catalyst facilitates the given reaction. (1) Reactant: [Cl:1][C:2]1[CH:7]=[CH:6][C:5]([Cl:8])=[CH:4][C:3]=1[N:9]1[C:17](=[O:18])[C:16]2[C@@H:15]3[C:19]([CH3:21])([CH3:20])[C@@:12]([CH3:22])([CH2:13][CH2:14]3)[C:11]=2[NH:10]1.I[CH3:24]. Product: [Cl:1][C:2]1[CH:7]=[CH:6][C:5]([Cl:8])=[CH:4][C:3]=1[N:9]1[C:17](=[O:18])[C:16]2[C@@H:15]3[C:19]([CH3:21])([CH3:20])[C@@:12]([CH3:22])([CH2:13][CH2:14]3)[C:11]=2[N:10]1[CH3:24]. The catalyst class is: 9. (2) Reactant: [N+:1]([C:4]1[CH:5]=[C:6]2[C:10](=[CH:11][CH:12]=1)[NH:9][CH:8]=[CH:7]2)([O-:3])=[O:2].Cl.Cl[CH2:15][C:16]1[CH:21]=[CH:20][CH:19]=[CH:18][N:17]=1.C(=O)([O-])[O-].[K+].[K+].O. Product: [N+:1]([C:4]1[CH:5]=[C:6]2[C:10](=[CH:11][CH:12]=1)[N:9]([CH2:15][C:16]1[CH:21]=[CH:20][CH:19]=[CH:18][N:17]=1)[CH:8]=[CH:7]2)([O-:3])=[O:2]. The catalyst class is: 9. (3) Reactant: [Br:1][C:2]1[N:7]=[C:6]([NH:8][C:9]2[CH:14]=[C:13]([C:15]([F:18])([F:17])[F:16])[CH:12]=[CH:11][N:10]=2)[CH:5]=[C:4]([N+:19]([O-])=O)[CH:3]=1.[OH-].[NH4+].O1CCOCC1. Product: [Br:1][C:2]1[N:7]=[C:6]([NH:8][C:9]2[CH:14]=[C:13]([C:15]([F:17])([F:16])[F:18])[CH:12]=[CH:11][N:10]=2)[CH:5]=[C:4]([NH2:19])[CH:3]=1. The catalyst class is: 25. (4) Reactant: [Br:1][C:2]1[CH:6]=[N:5][N:4]([CH3:7])[C:3]=1[C:8]1[CH:9]=[C:10]([NH2:22])[CH:11]=[CH:12][C:13]=1[O:14][CH2:15][CH2:16][N:17]1[CH2:21][CH2:20][CH2:19][CH2:18]1.[F:23][C:24]1[CH:25]=[C:26]([CH:30]=[CH:31][CH:32]=1)[C:27](Cl)=[O:28].C(N(CC)CC)C. Product: [Br:1][C:2]1[CH:6]=[N:5][N:4]([CH3:7])[C:3]=1[C:8]1[CH:9]=[C:10]([NH:22][C:27](=[O:28])[C:26]2[CH:30]=[CH:31][CH:32]=[C:24]([F:23])[CH:25]=2)[CH:11]=[CH:12][C:13]=1[O:14][CH2:15][CH2:16][N:17]1[CH2:18][CH2:19][CH2:20][CH2:21]1. The catalyst class is: 2. (5) Reactant: [N:1]1([CH2:6][CH2:7][CH2:8][NH2:9])[CH:5]=[CH:4][N:3]=[CH:2]1.[O:10]1[CH:15]=[CH:14][CH2:13][CH2:12][CH:11]1[CH:16]=O.C([O:20][C:21](=O)[C:22](=[O:31])[CH2:23][C:24]1[CH:29]=[CH:28][C:27]([OH:30])=[CH:26][CH:25]=1)C. Product: [O:10]1[CH:15]=[CH:14][CH2:13][CH2:12][CH:11]1[CH:16]1[N:9]([CH2:8][CH2:7][CH2:6][N:1]2[CH:5]=[CH:4][N:3]=[CH:2]2)[C:21](=[O:20])[C:22]([OH:31])=[C:23]1[C:24]1[CH:25]=[CH:26][C:27]([OH:30])=[CH:28][CH:29]=1. The catalyst class is: 8.